Dataset: HIV replication inhibition screening data with 41,000+ compounds from the AIDS Antiviral Screen. Task: Binary Classification. Given a drug SMILES string, predict its activity (active/inactive) in a high-throughput screening assay against a specified biological target. (1) The drug is CC1=CC(=O)c2cccc(NC3=NCCO3)c21. The result is 0 (inactive). (2) The compound is CC(=O)NC(C(=O)O)(C(=O)O)C(C)CC(=O)O. The result is 0 (inactive). (3) The compound is Clc1ccc(C2ON=C(c3ccccc3)N2C23CC4CC(CC(C4)C2)C3)c(Cl)c1. The result is 0 (inactive). (4) The compound is O=c1c(-c2cccc3ccccc23)c(-c2cccc3ccccc23)c1=O. The result is 0 (inactive). (5) The compound is NC(=O)NNc1nc2ccccc2c(=O)n1NC(=O)C(=O)Nc1ccc(Cl)cc1Cl. The result is 0 (inactive).